Dataset: TCR-epitope binding with 47,182 pairs between 192 epitopes and 23,139 TCRs. Task: Binary Classification. Given a T-cell receptor sequence (or CDR3 region) and an epitope sequence, predict whether binding occurs between them. (1) The epitope is KLGGALQAK. The TCR CDR3 sequence is CASSLGYSGGRTEAFF. Result: 1 (the TCR binds to the epitope). (2) The epitope is RLRPGGKKK. The TCR CDR3 sequence is CASSEIVTNYGYTF. Result: 0 (the TCR does not bind to the epitope).